From a dataset of Forward reaction prediction with 1.9M reactions from USPTO patents (1976-2016). Predict the product of the given reaction. (1) Given the reactants [C:1]([C:3]1[CH:8]=[CH:7][C:6]([C@H:9]([O:12][CH:13]2[CH2:18][CH2:17][CH2:16][CH2:15][O:14]2)[CH2:10][OH:11])=[CH:5][CH:4]=1)#[CH:2].[CH3:19]I.[OH-].[K+].[Cl-].[NH4+].Cl, predict the reaction product. The product is: [C:1]([C:3]1[CH:4]=[CH:5][C:6]([C@H:9]([O:12][CH:13]2[CH2:18][CH2:17][CH2:16][CH2:15][O:14]2)[CH2:10][O:11][CH3:19])=[CH:7][CH:8]=1)#[CH:2]. (2) The product is: [CH3:44][O:47][CH2:4][CH2:5][S:6][C:7]1[CH:8]=[C:9]([O:34][C:35]2[C:36]([CH3:41])=[N:37][CH:38]=[CH:39][CH:40]=2)[C:10]([NH:13][C:14]2[S:18][N:17]=[C:16]([CH:19]3[CH2:20][CH:21]4[N:26]([C:27]([O:29][C:30]([CH3:31])([CH3:33])[CH3:32])=[O:28])[CH:24]([CH2:23][CH2:22]4)[CH2:25]3)[N:15]=2)=[N:11][CH:12]=1. Given the reactants COC(=O)[CH2:4][CH2:5][S:6][C:7]1[CH:8]=[C:9]([O:34][C:35]2[C:36]([CH3:41])=[N:37][CH:38]=[CH:39][CH:40]=2)[C:10]([NH:13][C:14]2[S:18][N:17]=[C:16]([CH:19]3[CH2:25][CH:24]4[N:26]([C:27]([O:29][C:30]([CH3:33])([CH3:32])[CH3:31])=[O:28])[CH:21]([CH2:22][CH2:23]4)[CH2:20]3)[N:15]=2)=[N:11][CH:12]=1.C[C:44]([O-:47])(C)C.[K+].BrCCOC, predict the reaction product. (3) Given the reactants [OH:1][NH:2][C:3]([C@H:5]1[C@@H:9]([NH:10][S:11]([C:14]2[CH:19]=[CH:18][C:17]([O:20][CH2:21][C:22]3[C:31]4[C:26](=[CH:27][CH:28]=[CH:29][CH:30]=4)[N:25]=[C:24]([CH3:32])[CH:23]=3)=[CH:16][CH:15]=2)(=[O:13])=[O:12])[CH2:8][N:7](C(OC(C)(C)C)=O)[CH2:6]1)=[O:4].FC(F)(F)C(O)=O, predict the reaction product. The product is: [OH:1][NH:2][C:3]([C@H:5]1[C@@H:9]([NH:10][S:11]([C:14]2[CH:19]=[CH:18][C:17]([O:20][CH2:21][C:22]3[C:31]4[C:26](=[CH:27][CH:28]=[CH:29][CH:30]=4)[N:25]=[C:24]([CH3:32])[CH:23]=3)=[CH:16][CH:15]=2)(=[O:13])=[O:12])[CH2:8][NH:7][CH2:6]1)=[O:4]. (4) The product is: [CH3:1][CH:2]1[C:7](=[O:8])[N:6]([CH2:33][C:28]2[CH:29]=[CH:30][CH:31]=[CH:32][C:27]=2[NH:26][S:23]([C:22]([F:35])([F:21])[F:36])(=[O:25])=[O:24])[CH2:5][CH2:4][O:3]1. Given the reactants [CH3:1][CH:2]1[C:7](=[O:8])[NH:6][CH2:5][CH2:4][O:3]1.O.C1(C)C=CC(S(O)(=O)=O)=CC=1.[F:21][C:22]([F:36])([F:35])[S:23]([NH:26][C:27]1[CH:32]=[CH:31][CH:30]=[CH:29][C:28]=1[CH2:33]O)(=[O:25])=[O:24].O, predict the reaction product. (5) Given the reactants Cl.Cl.Cl.[CH3:4][O:5][C:6]1[CH:7]=[C:8]2[C:13](=[CH:14][CH:15]=1)[CH:12]=[C:11]([C:16]1[CH:21]=[CH:20][N:19]=[C:18]([NH:22][CH2:23][C:24]3[CH:29]=[CH:28][CH:27]=[C:26]([O:30][CH3:31])[CH:25]=3)[N:17]=1)[CH:10]=[C:9]2[N:32]1[CH2:37][CH2:36][NH:35][CH2:34][CH2:33]1.Br[CH2:39][CH2:40][CH2:41][OH:42].C(=O)([O-])[O-].[K+].[K+].C(#N)C, predict the reaction product. The product is: [CH3:4][O:5][C:6]1[CH:7]=[C:8]2[C:13]([CH:12]=[C:11]([C:16]3[CH:21]=[CH:20][N:19]=[C:18]([NH:22][CH2:23][C:24]4[CH:29]=[CH:28][CH:27]=[C:26]([O:30][CH3:31])[CH:25]=4)[N:17]=3)[CH:10]=[C:9]2[N:32]2[CH2:33][CH2:34][N:35]([CH2:39][CH2:40][CH2:41][OH:42])[CH2:36][CH2:37]2)=[CH:14][CH:15]=1. (6) Given the reactants C(OC([NH:8][C@@H:9]1[CH2:14][CH2:13][CH2:12][N:11]([C:15]([O:17][CH2:18][C:19]2[CH:24]=[CH:23][CH:22]=[CH:21][CH:20]=2)=[O:16])[C@H:10]1[CH3:25])=O)(C)(C)C.Cl, predict the reaction product. The product is: [NH2:8][C@@H:9]1[CH2:14][CH2:13][CH2:12][N:11]([C:15]([O:17][CH2:18][C:19]2[CH:24]=[CH:23][CH:22]=[CH:21][CH:20]=2)=[O:16])[C@H:10]1[CH3:25]. (7) Given the reactants I[CH:2]1[CH2:5][O:4][CH2:3]1.FC(F)(F)C([O-])=O.[CH3:13][O:14][C:15]1[CH:20]=[C:19]([N+:21]([O-:23])=[O:22])[CH:18]=[CH:17][C:16]=1[C:24]1[CH2:25][CH2:26][NH2+:27][CH2:28][CH:29]=1.C(=O)([O-])[O-].[K+].[K+], predict the reaction product. The product is: [CH3:13][O:14][C:15]1[CH:20]=[C:19]([N+:21]([O-:23])=[O:22])[CH:18]=[CH:17][C:16]=1[C:24]1[CH2:29][CH2:28][N:27]([CH:2]2[CH2:5][O:4][CH2:3]2)[CH2:26][CH:25]=1.